From a dataset of Forward reaction prediction with 1.9M reactions from USPTO patents (1976-2016). Predict the product of the given reaction. Given the reactants COC[N:4]1[C:9]2[C:10]([C:19]([N:21]3[CH2:26][CH2:25][O:24][CH2:23][CH2:22]3)=[O:20])=[N:11][N:12]([C:13]3[CH:18]=[CH:17][CH:16]=[CH:15][CH:14]=3)[C:8]=2[C:7]2[CH:27]=[CH:28][CH:29]=[CH:30][C:6]=2[S:5]1(=[O:32])=[O:31].Cl.C(Cl)Cl.C([O-])(O)=O.[Na+], predict the reaction product. The product is: [N:21]1([C:19]([C:10]2[C:9]3[NH:4][S:5](=[O:31])(=[O:32])[C:6]4[CH:30]=[CH:29][CH:28]=[CH:27][C:7]=4[C:8]=3[N:12]([C:13]3[CH:14]=[CH:15][CH:16]=[CH:17][CH:18]=3)[N:11]=2)=[O:20])[CH2:22][CH2:23][O:24][CH2:25][CH2:26]1.